This data is from CYP2C19 inhibition data for predicting drug metabolism from PubChem BioAssay. The task is: Regression/Classification. Given a drug SMILES string, predict its absorption, distribution, metabolism, or excretion properties. Task type varies by dataset: regression for continuous measurements (e.g., permeability, clearance, half-life) or binary classification for categorical outcomes (e.g., BBB penetration, CYP inhibition). Dataset: cyp2c19_veith. (1) The drug is Cc1cccc(NC(=O)CSc2nc3ccccc3c3nc(CCc4c(C)n[nH]c4C)nn23)c1. The result is 1 (inhibitor). (2) The drug is CC(C)(C)C(=O)[C@H]([C@@H](c1ccccc1)N1CCOCC1)N1CCOCC1. The result is 0 (non-inhibitor). (3) The result is 1 (inhibitor). The molecule is Cc1cnc(CNc2nc(-c3ccc4c(c3)OCO4)nc3ccccc23)cn1. (4) The result is 1 (inhibitor). The drug is COc1ccc(NC(=O)Cn2cccc2)c(OC)c1. (5) The drug is c1ccc2c(N3CCNCC3)nc(-c3ccc4c(c3)OCO4)nc2c1. The result is 0 (non-inhibitor). (6) The drug is Cc1ccc(-c2c(C#N)c(N)n(-c3ccccc3)c(=O)c2C#N)cc1. The result is 0 (non-inhibitor).